This data is from NCI-60 drug combinations with 297,098 pairs across 59 cell lines. The task is: Regression. Given two drug SMILES strings and cell line genomic features, predict the synergy score measuring deviation from expected non-interaction effect. (1) Drug 1: C1CN1P(=S)(N2CC2)N3CC3. Drug 2: C1C(C(OC1N2C=NC(=NC2=O)N)CO)O. Cell line: SNB-19. Synergy scores: CSS=27.7, Synergy_ZIP=-1.34, Synergy_Bliss=4.89, Synergy_Loewe=6.47, Synergy_HSA=7.11. (2) Drug 1: C1CN1C2=NC(=NC(=N2)N3CC3)N4CC4. Drug 2: CC1=C(N=C(N=C1N)C(CC(=O)N)NCC(C(=O)N)N)C(=O)NC(C(C2=CN=CN2)OC3C(C(C(C(O3)CO)O)O)OC4C(C(C(C(O4)CO)O)OC(=O)N)O)C(=O)NC(C)C(C(C)C(=O)NC(C(C)O)C(=O)NCCC5=NC(=CS5)C6=NC(=CS6)C(=O)NCCC[S+](C)C)O. Cell line: SR. Synergy scores: CSS=87.8, Synergy_ZIP=-3.73, Synergy_Bliss=-1.06, Synergy_Loewe=0.433, Synergy_HSA=1.43. (3) Drug 1: CC1=C(C(CCC1)(C)C)C=CC(=CC=CC(=CC(=O)O)C)C. Drug 2: CC1CCC2CC(C(=CC=CC=CC(CC(C(=O)C(C(C(=CC(C(=O)CC(OC(=O)C3CCCCN3C(=O)C(=O)C1(O2)O)C(C)CC4CCC(C(C4)OC)OCCO)C)C)O)OC)C)C)C)OC. Cell line: SK-MEL-5. Synergy scores: CSS=3.70, Synergy_ZIP=0.655, Synergy_Bliss=0.688, Synergy_Loewe=-1.62, Synergy_HSA=-1.84.